From a dataset of Full USPTO retrosynthesis dataset with 1.9M reactions from patents (1976-2016). Predict the reactants needed to synthesize the given product. (1) Given the product [F:45][C:21]([F:20])([F:44])[C:22]([NH:25][S:26]([C:29]1[CH:34]=[CH:33][C:32]([C:2]2[C:7]([C:8]([F:11])([F:10])[F:9])=[CH:6][C:5]([NH:12][C:13]3[N:17]=[C:16]([NH2:18])[NH:15][N:14]=3)=[CH:4][C:3]=2[Cl:19])=[CH:31][N:30]=1)(=[O:27])=[O:28])([CH3:24])[CH3:23], predict the reactants needed to synthesize it. The reactants are: Br[C:2]1[C:7]([C:8]([F:11])([F:10])[F:9])=[CH:6][C:5]([NH:12][C:13]2[N:17]=[C:16]([NH2:18])[NH:15][N:14]=2)=[CH:4][C:3]=1[Cl:19].[F:20][C:21]([F:45])([F:44])[C:22]([NH:25][S:26]([C:29]1[CH:34]=[CH:33][C:32](B2OC(C)(C)C(C)(C)O2)=[CH:31][N:30]=1)(=[O:28])=[O:27])([CH3:24])[CH3:23].C(=O)([O-])[O-].[K+].[K+]. (2) Given the product [C:50]([C:40]1[CH:39]=[C:38]([NH:37][C:1]([NH:5][CH2:6][C:7]2[CH:31]=[CH:30][CH:29]=[CH:28][C:8]=2[CH2:9][O:10][C:11]2[CH:16]=[C:15]([CH3:17])[N:14]([CH2:18][C:19]3[CH:20]=[CH:21][C:22]([O:25][CH3:26])=[CH:23][CH:24]=3)[C:13](=[O:27])[CH:12]=2)=[O:2])[N:42]([C:43]2[CH:48]=[CH:47][C:46]([OH:49])=[CH:45][CH:44]=2)[N:41]=1)([CH3:53])([CH3:52])[CH3:51], predict the reactants needed to synthesize it. The reactants are: [C:1](Cl)(Cl)=[O:2].[NH2:5][CH2:6][C:7]1[CH:31]=[CH:30][CH:29]=[CH:28][C:8]=1[CH2:9][O:10][C:11]1[CH:16]=[C:15]([CH3:17])[N:14]([CH2:18][C:19]2[CH:24]=[CH:23][C:22]([O:25][CH3:26])=[CH:21][CH:20]=2)[C:13](=[O:27])[CH:12]=1.C([O-])(O)=O.[Na+].[NH2:37][C:38]1[N:42]([C:43]2[CH:48]=[CH:47][C:46]([OH:49])=[CH:45][CH:44]=2)[N:41]=[C:40]([C:50]([CH3:53])([CH3:52])[CH3:51])[CH:39]=1. (3) Given the product [CH3:4][C:2]([C:5]1[CH:6]=[C:7]([S:16][C:17]([S:20][C:21]2[CH:22]=[C:23]([C:39]([CH3:42])([CH3:41])[CH3:40])[C:24]([O:25][CH2:26][CH2:27][CH2:28][C:29]([OH:31])=[O:30])=[C:33]([C:35]([CH3:38])([CH3:37])[CH3:36])[CH:34]=2)([CH3:18])[CH3:19])[CH:8]=[C:9]([C:12]([CH3:13])([CH3:14])[CH3:15])[C:10]=1[OH:11])([CH3:1])[CH3:3], predict the reactants needed to synthesize it. The reactants are: [CH3:1][C:2]([C:5]1[CH:6]=[C:7]([S:16][C:17]([S:20][C:21]2[CH:34]=[C:33]([C:35]([CH3:38])([CH3:37])[CH3:36])[C:24]([O:25][CH2:26][CH2:27][CH2:28][C:29]([O:31]C)=[O:30])=[C:23]([C:39]([CH3:42])([CH3:41])[CH3:40])[CH:22]=2)([CH3:19])[CH3:18])[CH:8]=[C:9]([C:12]([CH3:15])([CH3:14])[CH3:13])[C:10]=1[OH:11])([CH3:4])[CH3:3].O.[OH-].[Li+]. (4) Given the product [C:1]([O:5][C:6](=[O:14])[C:7]1[CH:12]=[CH:11][C:10]([CH2:38][CH2:37][CH2:36][CH2:35][CH2:34][CH2:33][CH2:32][CH2:31][CH2:30][CH2:29][CH2:28][C:27]([O:26][CH3:25])=[O:40])=[CH:9][CH:8]=1)([CH3:4])([CH3:3])[CH3:2], predict the reactants needed to synthesize it. The reactants are: [C:1]([O:5][C:6](=[O:14])[C:7]1[CH:12]=[CH:11][C:10](I)=[CH:9][CH:8]=1)([CH3:4])([CH3:3])[CH3:2].C([Mg]Cl)(C)C.C([Cu])#N.[Li+].[Cl-].[CH3:25][O:26][C:27](=[O:40])[CH:28](I)[CH2:29][CH2:30][CH2:31][CH2:32][CH2:33][CH2:34][CH2:35][CH2:36][CH2:37][CH3:38].